Dataset: Reaction yield outcomes from USPTO patents with 853,638 reactions. Task: Predict the reaction yield, written as a fraction of the theoretical maximum amount of product (1.0 means a 100% yield; for example, 0.34 means a 34% yield). (1) The reactants are [CH3:1][C:2]1[C:8]([OH:9])=[CH:7][CH:6]=[CH:5][C:3]=1[OH:4].[Cl:10]N1C(=O)CCC1=O. The catalyst is CO. The product is [Cl:10][C:7]1[CH:6]=[CH:5][C:3]([OH:4])=[C:2]([CH3:1])[C:8]=1[OH:9]. The yield is 0.650. (2) The reactants are CCN=C=NCCCN(C)C.Cl.[Br:13][C:14]1[CH:15]=[C:16]([NH2:21])[C:17]([NH2:20])=[CH:18][CH:19]=1.[C:22]([O:26][C:27]([N:29]1[C@H:34]([C:35](O)=O)[CH2:33][C@@H:32]2[C@H:30]1[CH2:31]2)=[O:28])([CH3:25])([CH3:24])[CH3:23].ON1C2C=CC=CC=2N=N1. The catalyst is C(Cl)Cl.C(O)(=O)C. The product is [Br:13][C:14]1[CH:19]=[CH:18][C:17]2[N:20]=[C:35]([C@@H:34]3[CH2:33][C@@H:32]4[C@@H:30]([CH2:31]4)[N:29]3[C:27]([O:26][C:22]([CH3:23])([CH3:25])[CH3:24])=[O:28])[NH:21][C:16]=2[CH:15]=1. The yield is 0.633. (3) The reactants are C[O:2][C:3](=O)[CH2:4][C:5]1[C:9]2[CH:10]=[C:11]([CH2:14][N:15]([CH3:17])[CH3:16])[CH:12]=[CH:13][C:8]=2[O:7][CH:6]=1.[NH3:19]. The catalyst is CO. The product is [CH3:16][N:15]([CH2:14][C:11]1[CH:12]=[CH:13][C:8]2[O:7][CH:6]=[C:5]([CH2:4][C:3]([NH2:19])=[O:2])[C:9]=2[CH:10]=1)[CH3:17]. The yield is 1.00. (4) The reactants are [CH3:1][C:2]1[O:6][C:5]([CH2:7][C:8](=[O:10])[CH3:9])=[N:4][N:3]=1.Br[CH2:12][CH2:13]Br.C(=O)([O-])[O-].[K+].[K+]. The catalyst is CC(C)=O. The product is [CH3:1][C:2]1[O:6][C:5]([C:7]2([C:8](=[O:10])[CH3:9])[CH2:13][CH2:12]2)=[N:4][N:3]=1. The yield is 0.200. (5) The reactants are [F:1][C:2]1[CH:7]=[C:6]([N:8]2[CH:13]=[CH:12][CH:11]=[CH:10][C:9]2=[O:14])[CH:5]=[CH:4][C:3]=1[NH:15][C:16]([C@@H:18]1[C@@H:20]([CH2:21][O:22][C:23]2[CH:28]=[CH:27][C:26]([O:29][CH3:30])=[CH:25][CH:24]=2)[C@@H:19]1[C:31]([OH:33])=[O:32])=[O:17].[C:34]([O-])([O-])=O.[K+].[K+].IC.[OH-].[Na+]. The catalyst is CN(C=O)C. The product is [CH3:34][O:32][C:31]([C@H:19]1[C@H:20]([CH2:21][O:22][C:23]2[CH:28]=[CH:27][C:26]([O:29][CH3:30])=[CH:25][CH:24]=2)[C@H:18]1[C:16](=[O:17])[NH:15][C:3]1[CH:4]=[CH:5][C:6]([N:8]2[CH:13]=[CH:12][CH:11]=[CH:10][C:9]2=[O:14])=[CH:7][C:2]=1[F:1])=[O:33]. The yield is 0.970. (6) The reactants are Cl.[Cl:2][C:3]1[C:4]([F:28])=[C:5]([CH:25]=[CH:26][CH:27]=1)[NH:6][C:7]1[C:16]2[C:11](=[CH:12][C:13]([O:23][CH3:24])=[C:14]([O:17][C@@H:18]3[CH2:22][CH2:21][NH:20][CH2:19]3)[CH:15]=2)[N:10]=[CH:9][N:8]=1.C([O:32][CH2:33][C:34](Cl)=[O:35])(=O)C. The catalyst is C(Cl)Cl.C(N(C(C)C)CC)(C)C. The product is [Cl:2][C:3]1[C:4]([F:28])=[C:5]([CH:25]=[CH:26][CH:27]=1)[NH:6][C:7]1[C:16]2[C:11](=[CH:12][C:13]([O:23][CH3:24])=[C:14]([O:17][C@@H:18]3[CH2:22][CH2:21][N:20]([C:33](=[O:32])[CH2:34][OH:35])[CH2:19]3)[CH:15]=2)[N:10]=[CH:9][N:8]=1. The yield is 0.610. (7) The reactants are [CH2:1]([O:8][C:9]1[CH:14]=[CH:13][C:12]([C@@H:15]2[CH2:17][C@H:16]2[N+:18]([O-])=O)=[CH:11][CH:10]=1)[C:2]1[CH:7]=[CH:6][CH:5]=[CH:4][CH:3]=1.Cl. The catalyst is CC(O)C.[Zn]. The product is [CH2:1]([O:8][C:9]1[CH:10]=[CH:11][C:12]([C@@H:15]2[CH2:17][C@H:16]2[NH2:18])=[CH:13][CH:14]=1)[C:2]1[CH:3]=[CH:4][CH:5]=[CH:6][CH:7]=1. The yield is 0.700.